Dataset: Reaction yield outcomes from USPTO patents with 853,638 reactions. Task: Predict the reaction yield, written as a fraction of the theoretical maximum amount of product (1.0 means a 100% yield; for example, 0.34 means a 34% yield). (1) The reactants are [Cl:1][C:2]1[CH:7]=[C:6]([Cl:8])[CH:5]=[CH:4][C:3]=1[C:9]1[N:10]=[C:11]([CH:18]=[C:19]2[C:31]3[CH:30]=[CH:29][CH:28]=[CH:27][C:26]=3[C:25]3[C:20]2=[CH:21][CH:22]=[CH:23][CH:24]=3)[N:12]([CH2:14][C:15]([OH:17])=O)[CH:13]=1.[CH3:32][O:33][C:34]1[CH:42]=[CH:41][C:37]([CH2:38][CH2:39][NH2:40])=[CH:36][CH:35]=1. No catalyst specified. The product is [Cl:1][C:2]1[CH:7]=[C:6]([Cl:8])[CH:5]=[CH:4][C:3]=1[C:9]1[N:10]=[C:11]([CH:18]=[C:19]2[C:20]3[CH:21]=[CH:22][CH:23]=[CH:24][C:25]=3[C:26]3[C:31]2=[CH:30][CH:29]=[CH:28][CH:27]=3)[N:12]([CH2:14][C:15]([NH:40][CH2:39][CH2:38][C:37]2[CH:41]=[CH:42][C:34]([O:33][CH3:32])=[CH:35][CH:36]=2)=[O:17])[CH:13]=1. The yield is 0.880. (2) The reactants are [OH:1][C:2]1[CH:3]=[CH:4][C:5]([N+:10]([O-:12])=[O:11])=[C:6]([CH:9]=1)[CH:7]=[O:8].IC.[C:15](=O)([O-])[O-].[K+].[K+]. The catalyst is CN(C=O)C. The product is [CH3:15][O:1][C:2]1[CH:3]=[CH:4][C:5]([N+:10]([O-:12])=[O:11])=[C:6]([CH:9]=1)[CH:7]=[O:8]. The yield is 1.00. (3) The yield is 0.440. The reactants are [NH:1]1[CH:5]=[C:4]([C:6]2[CH:11]=[C:10]([C:12]3[N:13]=[N:14][N:15](CC4C=CC(OC)=CC=4)[C:16]=3[C:17]([F:20])([F:19])[F:18])[CH:9]=[CH:8][N:7]=2)[N:3]=[CH:2]1.Br[CH2:31][CH2:32][C:33]1[CH:38]=[CH:37][C:36]([F:39])=[CH:35][CH:34]=1.C([O-])([O-])=O.[Cs+].[Cs+]. The product is [F:39][C:36]1[CH:37]=[CH:38][C:33]([CH2:32][CH2:31][N:1]2[CH:5]=[C:4]([C:6]3[CH:11]=[C:10]([C:12]4[N:13]=[N:14][NH:15][C:16]=4[C:17]([F:18])([F:20])[F:19])[CH:9]=[CH:8][N:7]=3)[N:3]=[CH:2]2)=[CH:34][CH:35]=1. The catalyst is CN(C=O)C.C(O)(C(F)(F)F)=O.C(Cl)Cl. (4) The reactants are [CH3:1][C:2]1[N:3]=[C:4]([NH:7][C:8]2[C:13]([OH:14])=[CH:12][CH:11]=[CH:10][N:9]=2)[S:5][CH:6]=1.[ClH:15].Br[CH2:17][C:18]1[CH:19]=[N:20][CH:21]=[CH:22][CH:23]=1.C(=O)([O-])[O-].[K+].[K+]. No catalyst specified. The product is [ClH:15].[ClH:15].[CH3:1][C:2]1[N:3]=[C:4]([NH:7][C:8]2[C:13]([O:14][CH2:17][C:18]3[CH:19]=[N:20][CH:21]=[CH:22][CH:23]=3)=[CH:12][CH:11]=[CH:10][N:9]=2)[S:5][CH:6]=1. The yield is 0.499. (5) The reactants are CS(O[CH2:6][C@H:7]([CH3:15])[CH2:8][CH2:9]OS(C)(=O)=O)(=O)=O.[NH2:16][CH2:17][CH2:18][OH:19].C([O-])([O-])=O.[K+].[K+].C(Cl)Cl. The catalyst is C(#N)C.O. The product is [CH3:15][C@@H:7]1[CH2:8][CH2:9][N:16]([CH2:17][CH2:18][OH:19])[CH2:6]1. The yield is 0.280. (6) The reactants are [C:9](O[C:9]([O:11][C:12]([CH3:15])([CH3:14])[CH3:13])=[O:10])([O:11][C:12]([CH3:15])([CH3:14])[CH3:13])=[O:10].[I:16][C:17]1[CH:18]=[C:19]([CH:22]=[CH:23][CH:24]=1)[CH2:20][NH2:21].C(N(CC)CC)C.CCOC(C)=O.CCCCCC.CCN(CC)CC. The catalyst is C(Cl)Cl.CCOC(C)=O.CCCCCC. The product is [I:16][C:17]1[CH:18]=[C:19]([CH:22]=[CH:23][CH:24]=1)[CH2:20][NH:21][C:9](=[O:10])[O:11][C:12]([CH3:13])([CH3:14])[CH3:15]. The yield is 0.890. (7) The reactants are [C:1]1(=[O:11])[C:9]2[C:4](=[CH:5][CH:6]=[CH:7][CH:8]=2)[C:3](=[O:10])[CH2:2]1.[Cl:12][C:13]1[CH:14]=[C:15]([CH:18]=[CH:19][C:20]=1[Cl:21])[CH:16]=O. The catalyst is CCO.N1CCCCC1. The product is [Cl:12][C:13]1[CH:14]=[C:15]([CH:18]=[CH:19][C:20]=1[Cl:21])[CH:16]=[C:2]1[C:1](=[O:11])[C:9]2[C:4](=[CH:5][CH:6]=[CH:7][CH:8]=2)[C:3]1=[O:10]. The yield is 0.820. (8) The reactants are Br[C:2]1[CH:7]=[CH:6][C:5]([C:8]2[N:14]([CH2:15][C@@H:16]3[CH2:20][CH2:19][N:18]([C:21]([CH:23]4[CH2:25][CH2:24]4)=[O:22])[CH2:17]3)[C:13](=[O:26])[C:10]3([CH2:12][CH2:11]3)[N:9]=2)=[CH:4][CH:3]=1.[OH:27][C:28]1[CH:33]=[CH:32][C:31](B(O)O)=[CH:30][CH:29]=1.C(=O)([O-])[O-].[Na+].[Na+]. The catalyst is [Pd].C1(P(C2C=CC=CC=2)C2C=CC=CC=2)C=CC=CC=1.C1(P(C2C=CC=CC=2)C2C=CC=CC=2)C=CC=CC=1.C1(P(C2C=CC=CC=2)C2C=CC=CC=2)C=CC=CC=1.C1(P(C2C=CC=CC=2)C2C=CC=CC=2)C=CC=CC=1.O1CCOCC1. The product is [CH:23]1([C:21]([N:18]2[CH2:19][CH2:20][C@@H:16]([CH2:15][N:14]3[C:13](=[O:26])[C:10]4([CH2:12][CH2:11]4)[N:9]=[C:8]3[C:5]3[CH:6]=[CH:7][C:2]([C:31]4[CH:32]=[CH:33][C:28]([OH:27])=[CH:29][CH:30]=4)=[CH:3][CH:4]=3)[CH2:17]2)=[O:22])[CH2:25][CH2:24]1. The yield is 0.360. (9) The reactants are [N:1]1[CH:2]=[CH:3][N:4]2[C:9]=1[CH:8]=[CH:7][C:6]([CH2:10]O)=[N:5]2.O=S(Cl)[Cl:14]. The catalyst is C(Cl)Cl. The product is [Cl:14][CH2:10][C:6]1[CH:7]=[CH:8][C:9]2[N:4]([CH:3]=[CH:2][N:1]=2)[N:5]=1. The yield is 0.500. (10) The yield is 0.200. The product is [CH2:10]([O:43][C:42](=[O:44])[C:41]1[CH:45]=[C:37]([CH3:36])[C:38]([N+:49]([O-:51])=[O:50])=[CH:39][C:40]=1[N+:46]([O-:48])=[O:47])[CH3:11]. The catalyst is CCO. The reactants are [N+]([O-])(O)=O.OS(O)(=O)=O.[CH3:10][C:11]1C=C(C=CC=1)C(O)=O.CC1C([N+]([O-])=O)=C(C([N+]([O-])=O)=CC=1)C(O)=O.[CH3:36][C:37]1[C:38]([N+:49]([O-:51])=[O:50])=[CH:39][C:40]([N+:46]([O-:48])=[O:47])=[C:41]([CH:45]=1)[C:42]([OH:44])=[O:43].O=S(Cl)Cl.